Dataset: Reaction yield outcomes from USPTO patents with 853,638 reactions. Task: Predict the reaction yield, written as a fraction of the theoretical maximum amount of product (1.0 means a 100% yield; for example, 0.34 means a 34% yield). The yield is 0.430. The product is [CH3:4][O:8][CH2:55][C@@H:54]([O:77][C:39]1[CH:31]=[C:32]([CH:36]=[C:37]([O:40][C:41]2[CH:42]=[CH:43][C:44]([S:47]([CH3:50])(=[O:48])=[O:49])=[CH:45][CH:46]=2)[CH:38]=1)[C:33]([NH:60][C:61]1[CH:65]=[CH:64][N:63]([C:66]([O:68][C:69]([CH3:72])([CH3:71])[CH3:70])=[O:67])[N:62]=1)=[O:35])[CH3:56]. No catalyst specified. The reactants are CN([C:4]([O:8]N1N=NC2C=CC=NC1=2)=[N+](C)C)C.F[P-](F)(F)(F)(F)F.COC[C@@H](O[C:31]1[CH:39]=[CH:38][C:37]([O:40][C:41]2[CH:46]=[CH:45][C:44]([S:47]([CH3:50])(=[O:49])=[O:48])=[CH:43][CH:42]=2)=[CH:36][C:32]=1[C:33]([OH:35])=O)C.CCN(C(C)C)[CH:54]([CH3:56])[CH3:55].[NH2:60][C:61]1[CH:65]=[CH:64][N:63]([C:66]([O:68][C:69]([CH3:72])([CH3:71])[CH3:70])=[O:67])[N:62]=1.CN(C=[O:77])C.